From a dataset of Full USPTO retrosynthesis dataset with 1.9M reactions from patents (1976-2016). Predict the reactants needed to synthesize the given product. Given the product [N+:12]([C:3]1[CH:4]=[C:5]([C:8]([F:11])([F:10])[F:9])[CH:6]=[CH:7][C:2]=1[CH2:15][C:16]([CH3:18])=[O:17])([O-:14])=[O:13], predict the reactants needed to synthesize it. The reactants are: Cl[C:2]1[CH:7]=[CH:6][C:5]([C:8]([F:11])([F:10])[F:9])=[CH:4][C:3]=1[N+:12]([O-:14])=[O:13].[CH3:15][C:16]([CH3:18])=[O:17].C1(O)C=CC=CC=1.P([O-])([O-])([O-])=O.[Ca+2].P([O-])([O-])([O-])=O.[Ca+2].[Ca+2].